From a dataset of Full USPTO retrosynthesis dataset with 1.9M reactions from patents (1976-2016). Predict the reactants needed to synthesize the given product. (1) Given the product [OH:27][C@H:24]1[CH2:25][CH2:26][N:22]([C:3]2[C:2]([C:32]3[CH:33]=[N:34][C:29]([CH3:28])=[CH:30][CH:31]=3)=[CH:21][C:6]([C:7]([NH:9][C:10]3[CH:15]=[CH:14][C:13]([O:16][C:17]([F:20])([F:19])[F:18])=[CH:12][CH:11]=3)=[O:8])=[CH:5][N:4]=2)[CH2:23]1, predict the reactants needed to synthesize it. The reactants are: Br[C:2]1[C:3]([N:22]2[CH2:26][CH2:25][C@H:24]([OH:27])[CH2:23]2)=[N:4][CH:5]=[C:6]([CH:21]=1)[C:7]([NH:9][C:10]1[CH:15]=[CH:14][C:13]([O:16][C:17]([F:20])([F:19])[F:18])=[CH:12][CH:11]=1)=[O:8].[CH3:28][C:29]1[N:34]=[CH:33][C:32](B(O)O)=[CH:31][CH:30]=1.C([O-])(O)=O.[Na+]. (2) Given the product [NH2:35][C:2]1[N:7]=[C:6]([C:8]2[S:12][C:11]([CH:13]([CH3:15])[CH3:14])=[N:10][C:9]=2[C:16]2[C:17]([F:34])=[C:18]([NH:22][S:23]([C:26]3[C:31]([F:32])=[CH:30][CH:29]=[CH:28][C:27]=3[F:33])(=[O:25])=[O:24])[CH:19]=[CH:20][CH:21]=2)[CH:5]=[CH:4][N:3]=1, predict the reactants needed to synthesize it. The reactants are: Cl[C:2]1[N:7]=[C:6]([C:8]2[S:12][C:11]([CH:13]([CH3:15])[CH3:14])=[N:10][C:9]=2[C:16]2[C:17]([F:34])=[C:18]([NH:22][S:23]([C:26]3[C:31]([F:32])=[CH:30][CH:29]=[CH:28][C:27]=3[F:33])(=[O:25])=[O:24])[CH:19]=[CH:20][CH:21]=2)[CH:5]=[CH:4][N:3]=1.[NH3:35].CO. (3) Given the product [Cl:1][C:2]1[CH:7]=[CH:6][C:5]([C:8]2[C:13]([C:14]3[CH:19]=[CH:18][N:17]=[CH:16][C:15]=3[Cl:20])=[N:12][C:11]([N:21]3[CH2:22][CH2:23][N:24]([S:39]([CH:36]([CH3:38])[CH3:37])(=[O:41])=[O:40])[CH2:25][CH2:26]3)=[CH:10][N:9]=2)=[CH:4][CH:3]=1, predict the reactants needed to synthesize it. The reactants are: [Cl:1][C:2]1[CH:7]=[CH:6][C:5]([C:8]2[C:13]([C:14]3[CH:19]=[CH:18][N:17]=[CH:16][C:15]=3[Cl:20])=[N:12][C:11]([N:21]3[CH2:26][CH2:25][NH:24][CH2:23][CH2:22]3)=[CH:10][N:9]=2)=[CH:4][CH:3]=1.C(N(C(C)C)C(C)C)C.[CH:36]([S:39](Cl)(=[O:41])=[O:40])([CH3:38])[CH3:37]. (4) Given the product [Cl:8][C:6]1[N:19]=[C:4]([NH:5][C:9]2[CH:10]=[CH:11][C:12]([F:15])=[CH:13][CH:14]=2)[N:3]=[C:2]([NH:25][C:26]2[CH:31]=[CH:30][C:29]([CH3:32])=[CH:28][CH:27]=2)[N:7]=1, predict the reactants needed to synthesize it. The reactants are: Cl[C:2]1[N:7]=[C:6]([Cl:8])[N:5]([C:9]2[CH:14]=[CH:13][C:12]([F:15])=[CH:11][CH:10]=2)[CH2:4][N:3]=1.C([N:19](C(C)C)CC)(C)C.[NH2:25][C:26]1[CH:31]=[CH:30][C:29]([CH3:32])=[CH:28][CH:27]=1.O.